This data is from Full USPTO retrosynthesis dataset with 1.9M reactions from patents (1976-2016). The task is: Predict the reactants needed to synthesize the given product. (1) Given the product [Cl:1][C:2]1[C:3](=[O:18])[N:4]([C:20]([O:22][CH2:23][CH:24]([CH3:26])[CH3:25])=[O:21])[C:5](=[O:17])[N:6]([C:8](=[O:9])[NH:10][CH2:11][CH2:12][CH2:13][CH2:14][CH2:15][CH3:16])[CH:7]=1, predict the reactants needed to synthesize it. The reactants are: [Cl:1][C:2]1[C:3](=[O:18])[NH:4][C:5](=[O:17])[N:6]([C:8]([NH:10][CH2:11][CH2:12][CH2:13][CH2:14][CH2:15][CH3:16])=[O:9])[CH:7]=1.Cl[C:20]([O:22][CH2:23][CH:24]([CH3:26])[CH3:25])=[O:21]. (2) Given the product [CH3:19][N:10]1[CH:11]=[C:12]([C:13]2[CH:18]=[CH:17][N:16]=[CH:15][CH:14]=2)[C:8]([C:5]2[CH:4]=[CH:3][C:2]([C:21]#[C:20][Si:22]([CH3:25])([CH3:24])[CH3:23])=[CH:7][N:6]=2)=[N:9]1, predict the reactants needed to synthesize it. The reactants are: Br[C:2]1[CH:3]=[CH:4][C:5]([C:8]2[C:12]([C:13]3[CH:18]=[CH:17][N:16]=[CH:15][CH:14]=3)=[CH:11][N:10]([CH3:19])[N:9]=2)=[N:6][CH:7]=1.[C:20]([Si:22]([CH3:25])([CH3:24])[CH3:23])#[CH:21].O. (3) The reactants are: [CH2:1]=[C:2]([C:4]1[CH:12]=[CH:11][C:7]([C:8]([OH:10])=O)=[CH:6][CH:5]=1)[CH3:3].C(Cl)(=O)C(Cl)=O.ClCCl.[Br:22][C:23]1[C:27]2[CH:28]=[N:29][C:30]([NH2:32])=[CH:31][C:26]=2[N:25]([CH3:33])[CH:24]=1. Given the product [Br:22][C:23]1[C:27]2[CH:28]=[N:29][C:30]([NH:32][C:8](=[O:10])[C:7]3[CH:6]=[CH:5][C:4]([C:2]([CH3:3])=[CH2:1])=[CH:12][CH:11]=3)=[CH:31][C:26]=2[N:25]([CH3:33])[CH:24]=1, predict the reactants needed to synthesize it. (4) The reactants are: [F:1][C:2]1[CH:3]=[CH:4][C:5]([O:45][CH3:46])=[C:6]([C:8]([CH3:44])([CH3:43])[CH2:9][C:10]([OH:42])([C:38]([F:41])([F:40])[F:39])[CH2:11][NH:12][C:13]2[CH:21]=[C:20]([CH3:22])[CH:19]=[C:18]3[C:14]=2[CH:15]=[N:16][N:17]3[C:23]2[CH:24]=[C:25]([C:29]([NH:31][C@@H:32]([C:35]([OH:37])=O)[CH2:33][OH:34])=[O:30])[CH:26]=[CH:27][CH:28]=2)[CH:7]=1.[NH3:47]. Given the product [NH2:47][C:35](=[O:37])[C@H:32]([NH:31][C:29](=[O:30])[C:25]1[CH:26]=[CH:27][CH:28]=[C:23]([N:17]2[C:18]3[C:14](=[C:13]([NH:12][CH2:11][C:10]([OH:42])([C:38]([F:41])([F:40])[F:39])[CH2:9][C:8]([C:6]4[CH:7]=[C:2]([F:1])[CH:3]=[CH:4][C:5]=4[O:45][CH3:46])([CH3:44])[CH3:43])[CH:21]=[C:20]([CH3:22])[CH:19]=3)[CH:15]=[N:16]2)[CH:24]=1)[CH2:33][OH:34], predict the reactants needed to synthesize it.